This data is from NCI-60 drug combinations with 297,098 pairs across 59 cell lines. The task is: Regression. Given two drug SMILES strings and cell line genomic features, predict the synergy score measuring deviation from expected non-interaction effect. (1) Drug 1: CC1=C(N=C(N=C1N)C(CC(=O)N)NCC(C(=O)N)N)C(=O)NC(C(C2=CN=CN2)OC3C(C(C(C(O3)CO)O)O)OC4C(C(C(C(O4)CO)O)OC(=O)N)O)C(=O)NC(C)C(C(C)C(=O)NC(C(C)O)C(=O)NCCC5=NC(=CS5)C6=NC(=CS6)C(=O)NCCC[S+](C)C)O. Drug 2: C1=NC2=C(N1)C(=S)N=CN2. Cell line: RPMI-8226. Synergy scores: CSS=29.9, Synergy_ZIP=-2.30, Synergy_Bliss=0.111, Synergy_Loewe=1.82, Synergy_HSA=2.26. (2) Drug 1: CC1OCC2C(O1)C(C(C(O2)OC3C4COC(=O)C4C(C5=CC6=C(C=C35)OCO6)C7=CC(=C(C(=C7)OC)O)OC)O)O. Drug 2: CC1C(C(CC(O1)OC2CC(CC3=C2C(=C4C(=C3O)C(=O)C5=C(C4=O)C(=CC=C5)OC)O)(C(=O)CO)O)N)O.Cl. Cell line: SR. Synergy scores: CSS=53.6, Synergy_ZIP=-13.1, Synergy_Bliss=-13.2, Synergy_Loewe=-1.39, Synergy_HSA=0.0345. (3) Drug 1: CCCCCOC(=O)NC1=NC(=O)N(C=C1F)C2C(C(C(O2)C)O)O. Drug 2: C#CCC(CC1=CN=C2C(=N1)C(=NC(=N2)N)N)C3=CC=C(C=C3)C(=O)NC(CCC(=O)O)C(=O)O. Cell line: SK-MEL-28. Synergy scores: CSS=34.7, Synergy_ZIP=2.57, Synergy_Bliss=-1.11, Synergy_Loewe=-19.9, Synergy_HSA=-3.87.